From a dataset of NCI-60 drug combinations with 297,098 pairs across 59 cell lines. Regression. Given two drug SMILES strings and cell line genomic features, predict the synergy score measuring deviation from expected non-interaction effect. (1) Drug 1: CN1C(=O)N2C=NC(=C2N=N1)C(=O)N. Drug 2: CC(C)CN1C=NC2=C1C3=CC=CC=C3N=C2N. Cell line: NCI-H226. Synergy scores: CSS=0.694, Synergy_ZIP=-2.56, Synergy_Bliss=-5.07, Synergy_Loewe=-3.59, Synergy_HSA=-3.02. (2) Drug 1: CN(C)N=NC1=C(NC=N1)C(=O)N. Drug 2: C1=CC(=CC=C1CCCC(=O)O)N(CCCl)CCCl. Cell line: OVCAR3. Synergy scores: CSS=15.4, Synergy_ZIP=3.70, Synergy_Bliss=7.53, Synergy_Loewe=-1.19, Synergy_HSA=8.17.